Dataset: Catalyst prediction with 721,799 reactions and 888 catalyst types from USPTO. Task: Predict which catalyst facilitates the given reaction. (1) Reactant: [CH2:1]([O:5][C:6]1[CH:11]=[CH:10][C:9]([S:12]([NH:15][C:16]2([C:29]([NH:31][OH:32])=[O:30])[CH2:21][CH2:20][N:19](C(OC(C)(C)C)=O)[CH2:18][CH2:17]2)(=[O:14])=[O:13])=[CH:8][CH:7]=1)[C:2]#[C:3][CH3:4].Cl. Product: [CH2:1]([O:5][C:6]1[CH:11]=[CH:10][C:9]([S:12]([NH:15][C:16]2([C:29]([NH:31][OH:32])=[O:30])[CH2:21][CH2:20][NH:19][CH2:18][CH2:17]2)(=[O:13])=[O:14])=[CH:8][CH:7]=1)[C:2]#[C:3][CH3:4]. The catalyst class is: 12. (2) Reactant: [OH:1][CH2:2][C:3]1[CH:8]=[CH:7][C:6]([C:9]2[N:10]=[C:11]([NH:25][C:26](=[O:28])[CH3:27])[S:12][C:13]=2[CH2:14][C:15]2[CH:20]=[CH:19][C:18]([S:21]([CH3:24])(=[O:23])=[O:22])=[CH:17][CH:16]=2)=[CH:5][CH:4]=1.CC#N.CC(OI1(OC(C)=O)(OC(C)=O)OC(=O)C2C=CC=CC1=2)=O. Product: [CH:2]([C:3]1[CH:4]=[CH:5][C:6]([C:9]2[N:10]=[C:11]([NH:25][C:26](=[O:28])[CH3:27])[S:12][C:13]=2[CH2:14][C:15]2[CH:20]=[CH:19][C:18]([S:21]([CH3:24])(=[O:23])=[O:22])=[CH:17][CH:16]=2)=[CH:7][CH:8]=1)=[O:1]. The catalyst class is: 22.